Dataset: Full USPTO retrosynthesis dataset with 1.9M reactions from patents (1976-2016). Task: Predict the reactants needed to synthesize the given product. Given the product [Cl:47][C:43]1[N:42]=[C:41]([C:40]2[S:39][C:38]([C:48]([CH3:51])([CH3:50])[CH3:49])=[N:37][C:36]=2[C:31]2[C:30]([F:52])=[C:29]([NH2:28])[CH:34]=[CH:33][C:32]=2[F:35])[CH:46]=[CH:45][N:44]=1, predict the reactants needed to synthesize it. The reactants are: ClC1N=C(C2SC(C(C)C)=NC=2C2C=C(C=CC=2)N)C=CN=1.C(OC(=O)[NH:28][C:29]1[CH:34]=[CH:33][C:32]([F:35])=[C:31]([C:36]2[N:37]=[C:38]([C:48]([CH3:51])([CH3:50])[CH3:49])[S:39][C:40]=2[C:41]2[CH:46]=[CH:45][N:44]=[C:43]([Cl:47])[N:42]=2)[C:30]=1[F:52])C=C.